From a dataset of Forward reaction prediction with 1.9M reactions from USPTO patents (1976-2016). Predict the product of the given reaction. (1) Given the reactants [N:1]([C@@H:4]1[CH2:9][CH2:8][CH2:7][CH2:6][C@H:5]1[OH:10])=[N+:2]=[N-:3].N1C=CC=CC=1.[N+:17]([C:20]1[CH:25]=[CH:24][C:23]([S:26](Cl)(=[O:28])=[O:27])=[CH:22][CH:21]=1)([O-:19])=[O:18], predict the reaction product. The product is: [N:1]([C@@H:4]1[CH2:9][CH2:8][CH2:7][CH2:6][C@H:5]1[O:10][S:26]([C:23]1[CH:22]=[CH:21][C:20]([N+:17]([O-:19])=[O:18])=[CH:25][CH:24]=1)(=[O:27])=[O:28])=[N+:2]=[N-:3]. (2) Given the reactants [NH2:1][C:2]1[N:7]=[C:6](Cl)[N:5]=[C:4]([CH3:9])[N:3]=1.C([O-])([O-])=O.[K+].[K+].[CH3:16][C:17]1[CH:18]=[C:19]([CH2:23][CH2:24][CH:25]([NH2:30])[CH:26]2[CH2:29][CH2:28][CH2:27]2)[CH:20]=[CH:21][CH:22]=1, predict the reaction product. The product is: [NH2:1][C:2]1[N:7]=[C:6]([NH:30][CH:25]([CH:26]2[CH2:29][CH2:28][CH2:27]2)[CH2:24][CH2:23][C:19]2[CH:20]=[CH:21][CH:22]=[C:17]([CH3:16])[CH:18]=2)[N:5]=[C:4]([CH3:9])[N:3]=1.